This data is from Catalyst prediction with 721,799 reactions and 888 catalyst types from USPTO. The task is: Predict which catalyst facilitates the given reaction. (1) Reactant: [Br:1][C:2]1[CH:19]=[CH:18][C:5]2[C:6]3[N:7]([CH:11]=[C:12]([C:14]([O:16]C)=[O:15])[N:13]=3)[CH2:8][CH2:9][O:10][C:4]=2[CH:3]=1.[Li+].[OH-]. Product: [Br:1][C:2]1[CH:19]=[CH:18][C:5]2[C:6]3[N:7]([CH:11]=[C:12]([C:14]([OH:16])=[O:15])[N:13]=3)[CH2:8][CH2:9][O:10][C:4]=2[CH:3]=1. The catalyst class is: 20. (2) Reactant: [Mg].[C:2]1(OC)[CH:7]=[CH:6][CH:5]=[CH:4][CH:3]=1.[C:10](Cl)(=[O:17])[C:11]1[CH:16]=[CH:15][CH:14]=[CH:13][CH:12]=1. Product: [C:10]([C:2]1[CH:3]=[CH:4][CH:5]=[CH:6][CH:7]=1)(=[O:17])[C:11]1[CH:16]=[CH:15][CH:14]=[CH:13][CH:12]=1. The catalyst class is: 7. (3) Reactant: [Br:1][C:2]1[CH:10]=[C:9]([O:11][CH2:12][C:13]2[CH:18]=[CH:17][CH:16]=[CH:15][CH:14]=2)[C:8]2[NH:7][C:6]3[CH2:19][CH:20]4[NH:24][CH:23]([C:5]=3[C:4]=2[C:3]=1[C:25]([O:27][C:28]([CH3:31])([CH3:30])[CH3:29])=[O:26])[CH2:22][CH2:21]4.[H-].[Na+].I[CH3:35]. Product: [Br:1][C:2]1[CH:10]=[C:9]([O:11][CH2:12][C:13]2[CH:14]=[CH:15][CH:16]=[CH:17][CH:18]=2)[C:8]2[N:7]([CH3:35])[C:6]3[CH2:19][CH:20]4[NH:24][CH:23]([C:5]=3[C:4]=2[C:3]=1[C:25]([O:27][C:28]([CH3:31])([CH3:30])[CH3:29])=[O:26])[CH2:22][CH2:21]4. The catalyst class is: 3. (4) Reactant: C([O:5][C:6]([C:8]1[CH:12]=[CH:11][N:10]([CH2:13][C:14](=[O:31])[CH2:15][O:16][C:17]2[CH:22]=[CH:21][C:20]([CH2:23][CH2:24][CH2:25][CH2:26][CH2:27][CH2:28][CH2:29][CH3:30])=[CH:19][CH:18]=2)[CH:9]=1)=[O:7])(C)(C)C. Product: [CH2:23]([C:20]1[CH:21]=[CH:22][C:17]([O:16][CH2:15][C:14](=[O:31])[CH2:13][N:10]2[CH:11]=[CH:12][C:8]([C:6]([OH:7])=[O:5])=[CH:9]2)=[CH:18][CH:19]=1)[CH2:24][CH2:25][CH2:26][CH2:27][CH2:28][CH2:29][CH3:30]. The catalyst class is: 268. (5) Reactant: [F:1][C:2]1[CH:14]=[CH:13][C:5]2[S:6][CH:7]=[C:8]([CH2:9][CH:10]([CH3:12])[CH3:11])[C:4]=2[CH:3]=1.[Cl:15][S:16](O)(=[O:18])=[O:17]. Product: [F:1][C:2]1[CH:14]=[CH:13][C:5]2[S:6][C:7]([S:16]([Cl:15])(=[O:18])=[O:17])=[C:8]([CH2:9][CH:10]([CH3:11])[CH3:12])[C:4]=2[CH:3]=1. The catalyst class is: 22. (6) Reactant: [NH2:1][C:2]1[CH:7]=[CH:6][CH:5]=[CH:4][N:3]=1.[N+:8]([C:11]1[CH:16]=[CH:15][C:14]([N+:17]#[C-:18])=[CH:13][CH:12]=1)([O-:10])=[O:9].[CH:19]([C:21]1[CH:30]=[CH:29][CH:28]=[CH:27][C:22]=1[C:23](OC)=O)=[O:20].Cl(O)(=O)(=O)=[O:32].CC(C)([O-])C.[K+].Cl. Product: [OH:32][C:5]1[CH:6]=[CH:7][C:2]2[N:3]([CH:4]=1)[C:18]1[N:17]([C:14]3[CH:13]=[CH:12][C:11]([N+:8]([O-:10])=[O:9])=[CH:16][CH:15]=3)[C:19](=[O:20])[C:21]3[C:22]([C:23]=1[N:1]=2)=[CH:27][CH:28]=[CH:29][CH:30]=3. The catalyst class is: 130. (7) Reactant: [C:1]([C:5]1[CH:9]=[C:8](C(O)=O)[N:7]([C:13]2[CH:18]=[CH:17][CH:16]=[C:15]([F:19])[CH:14]=2)[N:6]=1)([CH3:4])([CH3:3])[CH3:2].C1C=CC(P([N:34]=[N+]=[N-])(C2C=CC=CC=2)=O)=CC=1.[Cl:37][C:38]([Cl:42])([Cl:41])[CH2:39][OH:40].[O:43]1[CH2:48]COCC1. Product: [C:1]([C:5]1[CH:9]=[C:8]([NH:34][C:48](=[O:43])[O:40][CH2:39][C:38]([Cl:42])([Cl:41])[Cl:37])[N:7]([C:13]2[CH:18]=[CH:17][CH:16]=[C:15]([F:19])[CH:14]=2)[N:6]=1)([CH3:2])([CH3:3])[CH3:4]. The catalyst class is: 170. (8) Reactant: [F:1][C:2]([F:24])([F:23])[C:3]([C:9]1[CH:14]=[CH:13][CH:12]=[CH:11][C:10]=1[N:15]([CH3:22])[C:16]1[CH:21]=[CH:20][CH:19]=[CH:18][CH:17]=1)(O)[C:4]([F:7])([F:6])[F:5]. Product: [CH3:22][N:15]1[C:16]2[C:21](=[CH:20][CH:19]=[CH:18][CH:17]=2)[C:3]([C:4]([F:7])([F:6])[F:5])([C:2]([F:24])([F:23])[F:1])[C:9]2[CH:14]=[CH:13][CH:12]=[CH:11][C:10]1=2. The catalyst class is: 265. (9) Reactant: [F:1][C:2]1[CH:3]=[C:4]2[C:8](=[CH:9][CH:10]=1)[NH:7][C:6]([C:11](O)=[O:12])=[CH:5]2.C(N(CC)CC)C.C1(N=C=NC2CCCCC2)CCCCC1.S([O-])([O-])(=O)=O.[Na+].[Na+]. Product: [F:1][C:2]1[CH:3]=[C:4]2[C:8](=[CH:9][CH:10]=1)[NH:7][C:6]([CH:11]=[O:12])=[CH:5]2. The catalyst class is: 539. (10) Reactant: [CH3:1][C:2]1([CH3:14])[O:6][C@H:5]2[O:7][C@H:8]([C@@H:10]([OH:13])CO)[CH2:9][C@H:4]2[O:3]1.I([O-])(=O)(=O)=O.[Na+]. Product: [CH3:1][C:2]1([CH3:14])[O:6][C@H:5]2[O:7][C@H:8]([CH:10]=[O:13])[CH2:9][C@H:4]2[O:3]1. The catalyst class is: 5.